This data is from Full USPTO retrosynthesis dataset with 1.9M reactions from patents (1976-2016). The task is: Predict the reactants needed to synthesize the given product. (1) Given the product [F:59][C:6]1[CH:7]=[C:2]([CH:3]=[CH:4][CH:5]=1)[C:1]([NH:9][C:10]1[CH:11]=[CH:12][C:13]([C:16]2[CH:24]=[C:23]3[C:19]([CH2:20][N:21]([C@@H:26]([CH:31]([CH3:33])[CH3:32])[C:27]([O:29][CH3:30])=[O:28])[C:22]3=[O:25])=[CH:18][CH:17]=2)=[CH:14][CH:15]=1)=[O:8], predict the reactants needed to synthesize it. The reactants are: [C:1]([NH:9][C:10]1[CH:15]=[CH:14][C:13]([C:16]2[CH:24]=[C:23]3[C:19]([CH2:20][N:21]([C@@H:26]([CH:31]([CH3:33])[CH3:32])[C:27]([O:29][CH3:30])=[O:28])[C:22]3=[O:25])=[CH:18][CH:17]=2)=[CH:12][CH:11]=1)(=[O:8])[C:2]1[CH:7]=[CH:6][CH:5]=[CH:4][CH:3]=1.NC1C=CC(C2C=C3C(CN([C@@H](C(C)C)C(OC)=O)C3=O)=CC=2)=CC=1.[F:59]C1C=C(C=CC=1)C(Cl)=O. (2) The reactants are: [OH:1][C:2]1[C:14]2[N:6]([N:7]=[C:8]3[C:13]=2[CH:12]=[CH:11][CH:10]=[CH:9]3)[CH:5]=[C:4]([CH3:15])[C:3]=1[C:16]([O:18][C:19]([CH3:22])([CH3:21])[CH3:20])=[O:17].CCN(CC)CC.[O:30](S(C(F)(F)F)(=O)=O)[S:31]([C:34]([F:37])([F:36])[F:35])(=O)=[O:32]. Given the product [CH3:15][C:4]1[C:3]([C:16]([O:18][C:19]([CH3:22])([CH3:21])[CH3:20])=[O:17])=[C:2]([O:1][S:31]([C:34]([F:37])([F:36])[F:35])(=[O:32])=[O:30])[C:14]2[N:6]([CH:5]=1)[N:7]=[C:8]1[C:13]=2[CH:12]=[CH:11][CH:10]=[CH:9]1, predict the reactants needed to synthesize it. (3) The reactants are: [OH-].[Li+].C[O:4][C:5](=[O:65])[C:6]1[CH:11]=[CH:10][C:9]([O:12][CH2:13][CH2:14][CH2:15][CH2:16][CH2:17][NH:18][C:19]([NH:21][C:22]2[CH:27]=[C:26]([NH:28][C:29]([O:31][CH2:32][CH2:33][Si:34]([CH3:37])([CH3:36])[CH3:35])=[O:30])[CH:25]=[C:24]([CH3:38])[C:23]=2[C:39]2[CH:44]=[CH:43][CH:42]=[C:41]([S:45]([C:48]3[CH:52]=[C:51]([C:53]([NH:55][C:56]([O:58][C:59]([CH3:62])([CH3:61])[CH3:60])=[O:57])=[NH:54])[S:50][C:49]=3[S:63][CH3:64])(=[O:47])=[O:46])[CH:40]=2)=[O:20])=[CH:8][CH:7]=1.O. Given the product [C:59]([O:58][C:56]([NH:55][C:53](=[NH:54])[C:51]1[S:50][C:49]([S:63][CH3:64])=[C:48]([S:45]([C:41]2[CH:40]=[C:39]([C:23]3[C:24]([CH3:38])=[CH:25][C:26]([NH:28][C:29]([O:31][CH2:32][CH2:33][Si:34]([CH3:35])([CH3:36])[CH3:37])=[O:30])=[CH:27][C:22]=3[NH:21][C:19](=[O:20])[NH:18][CH2:17][CH2:16][CH2:15][CH2:14][CH2:13][O:12][C:9]3[CH:10]=[CH:11][C:6]([C:5]([OH:65])=[O:4])=[CH:7][CH:8]=3)[CH:44]=[CH:43][CH:42]=2)(=[O:46])=[O:47])[CH:52]=1)=[O:57])([CH3:62])([CH3:60])[CH3:61], predict the reactants needed to synthesize it. (4) Given the product [N:11]1([C:14]2[CH:19]=[CH:18][C:17]([C:20]3[N:21]=[CH:22][CH:23]=[CH:24][N:25]=3)=[CH:16][CH:15]=2)[CH2:12][CH2:13][NH:8][CH2:9][CH2:10]1, predict the reactants needed to synthesize it. The reactants are: C(OC([N:8]1[CH2:13][CH2:12][N:11]([C:14]2[CH:19]=[CH:18][C:17]([C:20]3[N:25]=[CH:24][CH:23]=[CH:22][N:21]=3)=[CH:16][CH:15]=2)[CH2:10][CH2:9]1)=O)(C)(C)C.O1CCOCC1.Cl. (5) Given the product [Cl:1][C:2]1[C:3]([NH:22][C:52]([C:49]2[N:46]3[CH:47]=[CH:48][C:43]([O:42][CH2:41][CH2:40][N:37]4[CH2:38][CH2:39][N:34]([CH3:33])[CH2:35][CH2:36]4)=[CH:44][C:45]3=[N:51][CH:50]=2)=[O:53])=[C:4]2[C:8](=[CH:9][CH:10]=1)[N:7]([CH2:11][C:12]1[CH:17]=[CH:16][CH:15]=[C:14]([C:18]([F:20])([F:21])[F:19])[CH:13]=1)[N:6]=[CH:5]2, predict the reactants needed to synthesize it. The reactants are: [Cl:1][C:2]1[CH:10]=[CH:9][C:8]2[N:7]([CH2:11][C:12]3[CH:17]=[CH:16][CH:15]=[C:14]([C:18]([F:21])([F:20])[F:19])[CH:13]=3)[N:6]=[CH:5][C:4]=2[C:3]=1[NH2:22].[Li+].C[Si]([N-][Si](C)(C)C)(C)C.[CH3:33][N:34]1[CH2:39][CH2:38][N:37]([CH2:40][CH2:41][O:42][C:43]2[CH:48]=[CH:47][N:46]3[C:49]([C:52](OCC)=[O:53])=[CH:50][N:51]=[C:45]3[CH:44]=2)[CH2:36][CH2:35]1. (6) Given the product [CH:2]([C:3]1[CH:4]=[C:5]2[C:10](=[CH:11][CH:12]=1)[N:9]=[CH:8][C:7]([C:13]#[N:14])=[C:6]2[C:15]1[CH:20]=[CH:19][CH:18]=[CH:17][CH:16]=1)=[O:1], predict the reactants needed to synthesize it. The reactants are: [OH:1][CH2:2][C:3]1[CH:4]=[C:5]2[C:10](=[CH:11][CH:12]=1)[N:9]=[CH:8][C:7]([C:13]#[N:14])=[C:6]2[C:15]1[CH:20]=[CH:19][CH:18]=[CH:17][CH:16]=1. (7) Given the product [CH2:26]([N:10]1[C:9]2[N:8]=[C:7]([CH2:6][C:5]3[CH:4]=[CH:3][C:2]([NH:1][S:39]([C:36]4[CH:37]=[CH:38][C:33]([Br:32])=[CH:34][CH:35]=4)(=[O:41])=[O:40])=[CH:31][CH:30]=3)[NH:15][C:14]=2[C:13](=[O:16])[N:12]([CH2:17][C:18]2[CH:23]=[CH:22][CH:21]=[CH:20][C:19]=2[F:24])[C:11]1=[O:25])[CH2:27][CH2:28][CH3:29], predict the reactants needed to synthesize it. The reactants are: [NH2:1][C:2]1[CH:31]=[CH:30][C:5]([CH2:6][C:7]2[NH:15][C:14]3[C:13](=[O:16])[N:12]([CH2:17][C:18]4[CH:23]=[CH:22][CH:21]=[CH:20][C:19]=4[F:24])[C:11](=[O:25])[N:10]([CH2:26][CH2:27][CH2:28][CH3:29])[C:9]=3[N:8]=2)=[CH:4][CH:3]=1.[Br:32][C:33]1[CH:38]=[CH:37][C:36]([S:39](Cl)(=[O:41])=[O:40])=[CH:35][CH:34]=1. (8) Given the product [CH2:12]([N:19]1[CH2:25][C:9]2([CH2:1][OH:11])[C:4]([CH2:3][OH:10])([CH2:5][CH2:6][CH2:7][CH2:8]2)[CH2:20]1)[C:13]1[CH:18]=[CH:17][CH:16]=[CH:15][CH:14]=1, predict the reactants needed to synthesize it. The reactants are: [C:1]1(=[O:11])[C:9]2[CH2:8][CH2:7][CH2:6][CH2:5][C:4]=2[C:3](=[O:10])O1.[CH2:12]([N:19]([CH2:25]OC)[CH2:20][Si](C)(C)C)[C:13]1[CH:18]=[CH:17][CH:16]=[CH:15][CH:14]=1. (9) Given the product [CH2:21]([O:22][C:23]([CH:25]1[CH:30]([NH2:31])[CH2:29][CH2:28][N:27]([CH2:32][C:33]2[CH:38]=[CH:37][CH:36]=[CH:35][CH:34]=2)[CH2:26]1)=[O:24])[CH3:1], predict the reactants needed to synthesize it. The reactants are: [CH3:1]OC(C1C(N)N(CC2C=CC=CC=2)CCC=1)=O.[OH-].[Na+].[CH3:21][O:22][C:23]([C:25]1[CH2:26][N:27]([CH2:32][C:33]2[CH:38]=[CH:37][CH:36]=[CH:35][CH:34]=2)[CH2:28][CH2:29][C:30]=1[NH2:31])=[O:24].C(O)(C(F)(F)F)=O.[BH4-].[Na+].[NH4+].[Cl-]. (10) Given the product [NH2:1][C:2]1[C:3]([C:19](=[O:20])[CH3:25])=[N:4][C:5]([N:8]2[CH2:9][CH2:10][N:11]([S:14]([CH2:17][CH3:18])(=[O:15])=[O:16])[CH2:12][CH2:13]2)=[CH:6][N:7]=1, predict the reactants needed to synthesize it. The reactants are: [NH2:1][C:2]1[C:3]([C:19](N(OC)C)=[O:20])=[N:4][C:5]([N:8]2[CH2:13][CH2:12][N:11]([S:14]([CH2:17][CH3:18])(=[O:16])=[O:15])[CH2:10][CH2:9]2)=[CH:6][N:7]=1.[CH3:25][Mg+].[Br-].